Dataset: Forward reaction prediction with 1.9M reactions from USPTO patents (1976-2016). Task: Predict the product of the given reaction. (1) Given the reactants CC(C)([O-])C.[K+].[OH:7][C@@H:8]([C@H:10]1[CH2:14][N:13]([C@@H:15]([C:17]2[CH:22]=[CH:21][C:20]([O:23][CH3:24])=[CH:19][CH:18]=2)[CH3:16])[C:12](=[O:25])[CH2:11]1)[CH3:9].Cl[C:27]1[C:28]2[N:29]([N:45]=[CH:46][C:47]=2[CH3:48])[CH:30]=[C:31]([C:33]2[CH:38]=[CH:37][C:36]([N:39]3[CH2:44][CH2:43][O:42][CH2:41][CH2:40]3)=[CH:35][CH:34]=2)[N:32]=1, predict the reaction product. The product is: [CH3:24][O:23][C:20]1[CH:19]=[CH:18][C:17]([C@H:15]([N:13]2[CH2:14][C@H:10]([C@H:8]([O:7][C:27]3[C:28]4[N:29]([N:45]=[CH:46][C:47]=4[CH3:48])[CH:30]=[C:31]([C:33]4[CH:38]=[CH:37][C:36]([N:39]5[CH2:44][CH2:43][O:42][CH2:41][CH2:40]5)=[CH:35][CH:34]=4)[N:32]=3)[CH3:9])[CH2:11][C:12]2=[O:25])[CH3:16])=[CH:22][CH:21]=1. (2) Given the reactants [CH:1]1([CH2:4][O:5][C:6]2[CH:14]=[CH:13][C:9]3[O:10][CH2:11][O:12][C:8]=3[C:7]=2[C:15]2[C:16]3[NH:23][CH:22]=[C:21]([C:24]([OH:26])=O)[C:17]=3[N:18]=[CH:19][N:20]=2)[CH2:3][CH2:2]1.CCN(C(C)C)C(C)C.[NH2:36][C@H:37]([C@@H:67]([C:69]1[CH:74]=[CH:73][CH:72]=[CH:71][CH:70]=1)[CH3:68])[C:38]([N:40]1[CH2:45][CH2:44][CH:43]([N:46]2[N:55]=[C:54]([C:56]3[CH:61]=[CH:60][C:59]([O:62][CH3:63])=[C:58]([O:64][CH3:65])[CH:57]=3)[C@@H:53]3[C@@H:48]([CH2:49][CH2:50][CH2:51][CH2:52]3)[C:47]2=[O:66])[CH2:42][CH2:41]1)=[O:39].CCOC(C(C#N)=NOC(N1CCOCC1)=[N+](C)C)=O.F[P-](F)(F)(F)(F)F.C(=O)(O)[O-].[Na+], predict the reaction product. The product is: [CH:1]1([CH2:4][O:5][C:6]2[CH:14]=[CH:13][C:9]3[O:10][CH2:11][O:12][C:8]=3[C:7]=2[C:15]2[C:16]3[NH:23][CH:22]=[C:21]([C:24]([NH:36][C@H:37]([C@@H:67]([C:69]4[CH:70]=[CH:71][CH:72]=[CH:73][CH:74]=4)[CH3:68])[C:38]([N:40]4[CH2:41][CH2:42][CH:43]([N:46]5[N:55]=[C:54]([C:56]6[CH:61]=[CH:60][C:59]([O:62][CH3:63])=[C:58]([O:64][CH3:65])[CH:57]=6)[C@@H:53]6[C@@H:48]([CH2:49][CH2:50][CH2:51][CH2:52]6)[C:47]5=[O:66])[CH2:44][CH2:45]4)=[O:39])=[O:26])[C:17]=3[N:18]=[CH:19][N:20]=2)[CH2:3][CH2:2]1. (3) Given the reactants [C:1]([NH:4][C@H:5]([C:14]([OH:16])=[O:15])[CH2:6][C:7]1[CH:12]=[CH:11][C:10]([OH:13])=[CH:9][CH:8]=1)(=[O:3])[CH3:2].[OH-].[Na+].Cl[C:20]([O:22][CH2:23][C:24]1[CH:29]=[CH:28][CH:27]=[CH:26][CH:25]=1)=[O:21].C([O-])([O-])=O.[K+].[K+].Cl, predict the reaction product. The product is: [NH:4]([C:1]([CH3:2])=[O:3])[C@H:5]([C:14]([OH:16])=[O:15])[CH2:6][C:7]1[CH:12]=[CH:11][C:10]([O:13][C:20]([O:22][CH2:23][C:24]2[CH:29]=[CH:28][CH:27]=[CH:26][CH:25]=2)=[O:21])=[CH:9][CH:8]=1. (4) Given the reactants Cl.[F:2][C:3]1[CH:4]=[C:5]([CH2:13][C:14]([NH:16][C:17]2[C:26]([CH3:27])=[CH:25][CH:24]=[C:23]3[C:18]=2[CH2:19][CH2:20][NH:21][CH2:22]3)=[O:15])[CH:6]=[CH:7][C:8]=1[C:9]([F:12])([F:11])[F:10].[C:28]([O:32][C:33]([N:35]1[CH2:42][CH2:41][CH2:40][C@@H:36]1[C:37](O)=[O:38])=[O:34])([CH3:31])([CH3:30])[CH3:29].F[P-](F)(F)(F)(F)F.C[N+](C)=C(N(C)C)ON1C2N=CC=CC=2N=N1.C(N(CC)C(C)C)(C)C.CN(C)C=O, predict the reaction product. The product is: [F:2][C:3]1[CH:4]=[C:5]([CH2:13][C:14]([NH:16][C:17]2[C:26]([CH3:27])=[CH:25][CH:24]=[C:23]3[C:18]=2[CH2:19][CH2:20][N:21]([C:37]([C@H:36]2[CH2:40][CH2:41][CH2:42][N:35]2[C:33]([O:32][C:28]([CH3:31])([CH3:30])[CH3:29])=[O:34])=[O:38])[CH2:22]3)=[O:15])[CH:6]=[CH:7][C:8]=1[C:9]([F:10])([F:12])[F:11]. (5) Given the reactants [Cl:1][C:2]1[C:3]([C:8]2[CH:16]=[CH:15][C:11]([C:12](O)=O)=[CH:10][CH:9]=2)=[N:4][CH:5]=[CH:6][CH:7]=1.[F:17][C:18]([F:28])([F:27])[C:19]1[CH:20]=[C:21]([NH2:26])[C:22]([NH2:25])=[CH:23][CH:24]=1.O.Cl, predict the reaction product. The product is: [Cl:1][C:2]1[C:3]([C:8]2[CH:16]=[CH:15][C:11]([C:12]3[NH:26][C:21]4[CH:20]=[C:19]([C:18]([F:17])([F:27])[F:28])[CH:24]=[CH:23][C:22]=4[N:25]=3)=[CH:10][CH:9]=2)=[N:4][CH:5]=[CH:6][CH:7]=1. (6) Given the reactants [CH3:1][CH:2]([CH3:18])[CH:3]([N:9]1[CH:13]=[CH:12][C:11]([C:14]([F:17])([F:16])[F:15])=[N:10]1)[C:4]([O:6]CC)=[O:5].CO.C1COCC1.[Li+].[OH-], predict the reaction product. The product is: [CH3:1][CH:2]([CH3:18])[CH:3]([N:9]1[CH:13]=[CH:12][C:11]([C:14]([F:16])([F:15])[F:17])=[N:10]1)[C:4]([OH:6])=[O:5]. (7) Given the reactants Br[C:2]1[CH:10]=[CH:9][C:5]([C:6]([OH:8])=[O:7])=[CH:4][CH:3]=1.[F:11][C:12]1[CH:17]=[CH:16][C:15](B(O)O)=[CH:14][CH:13]=1.[F-].[K+], predict the reaction product. The product is: [F:11][C:12]1[CH:17]=[CH:16][C:15]([C:2]2[CH:10]=[CH:9][C:5]([C:6]([OH:8])=[O:7])=[CH:4][CH:3]=2)=[CH:14][CH:13]=1. (8) The product is: [ClH:20].[ClH:20].[CH3:19][C@H:9]1[CH2:10][C@H:11]([N:14]2[CH2:18][CH2:17][CH2:16][CH2:15]2)[CH2:12][CH2:13][NH:8]1. Given the reactants C(OC([N:8]1[CH2:13][CH2:12][C@@H:11]([N:14]2[CH2:18][CH2:17][CH2:16][CH2:15]2)[CH2:10][C@@H:9]1[CH3:19])=O)(C)(C)C.[ClH:20], predict the reaction product. (9) Given the reactants C(OC([N:8]1[CH2:12][CH2:11][C@H:10]([C@@H:13]([OH:18])[CH2:14][CH:15]([CH3:17])[CH3:16])[CH2:9]1)=O)(C)(C)C.CN(C=O)C.[H-].[Na+].[Cl:26][C:27]1[CH:32]=[CH:31][CH:30]=[C:29](F)[C:28]=1[Cl:34].Cl.CCO, predict the reaction product. The product is: [Cl:26][C:27]1[C:28]([Cl:34])=[CH:29][CH:30]=[CH:31][C:32]=1[O:18][C@H:13]([C@H:10]1[CH2:11][CH2:12][NH:8][CH2:9]1)[CH2:14][CH:15]([CH3:16])[CH3:17]. (10) Given the reactants [C:1]([C:3]1[CH:4]=[CH:5][C:6]([O:35][CH3:36])=[C:7]([S:9]([NH:12][CH2:13][CH2:14][C:15]2[CH:20]=[CH:19][C:18]([C:21]3[CH:26]=[CH:25][CH:24]=[CH:23][C:22]=3[S:27]([CH3:30])(=[O:29])=[O:28])=[CH:17][C:16]=2[O:31]COC)(=[O:11])=[O:10])[CH:8]=1)#[N:2].Cl, predict the reaction product. The product is: [C:1]([C:3]1[CH:4]=[CH:5][C:6]([O:35][CH3:36])=[C:7]([S:9]([NH:12][CH2:13][CH2:14][C:15]2[CH:20]=[CH:19][C:18]([C:21]3[CH:26]=[CH:25][CH:24]=[CH:23][C:22]=3[S:27]([CH3:30])(=[O:28])=[O:29])=[CH:17][C:16]=2[OH:31])(=[O:10])=[O:11])[CH:8]=1)#[N:2].